This data is from Reaction yield outcomes from USPTO patents with 853,638 reactions. The task is: Predict the reaction yield, written as a fraction of the theoretical maximum amount of product (1.0 means a 100% yield; for example, 0.34 means a 34% yield). (1) The reactants are [C:1]([O:5][C:6]([N:8]1[CH2:13][CH2:12][N:11]([C:14]2[C:23]([CH:24]3[CH2:26][CH2:25]3)=[C:22]3[C:17]([CH:18]=[C:19]([C:27]([O:29]CC)=[O:28])[N:20]=[CH:21]3)=[CH:16][CH:15]=2)[CH2:10][CH2:9]1)=[O:7])([CH3:4])([CH3:3])[CH3:2].[OH-].[Na+]. The catalyst is CCO.C1COCC1. The product is [C:1]([O:5][C:6]([N:8]1[CH2:13][CH2:12][N:11]([C:14]2[C:23]([CH:24]3[CH2:25][CH2:26]3)=[C:22]3[C:17]([CH:18]=[C:19]([C:27]([OH:29])=[O:28])[N:20]=[CH:21]3)=[CH:16][CH:15]=2)[CH2:10][CH2:9]1)=[O:7])([CH3:4])([CH3:2])[CH3:3]. The yield is 0.950. (2) The reactants are [Cl:1][C:2]1[C:7]([C:8]2[N:9]=[C:10]([N:20]3[CH2:25][CH2:24][O:23][CH2:22][CH2:21]3)[S:11][C:12]=2[C:13]2[CH:18]=[CH:17][N:16]=[C:15](Cl)[N:14]=2)=[CH:6][CH:5]=[CH:4][C:3]=1[NH:26][S:27]([C:30]1[C:35]([F:36])=[CH:34][CH:33]=[CH:32][C:31]=1[F:37])(=[O:29])=[O:28].[NH4+:38].[OH-]. The catalyst is O1CCOCC1. The product is [NH2:38][C:15]1[N:14]=[C:13]([C:12]2[S:11][C:10]([N:20]3[CH2:21][CH2:22][O:23][CH2:24][CH2:25]3)=[N:9][C:8]=2[C:7]2[C:2]([Cl:1])=[C:3]([NH:26][S:27]([C:30]3[C:31]([F:37])=[CH:32][CH:33]=[CH:34][C:35]=3[F:36])(=[O:28])=[O:29])[CH:4]=[CH:5][CH:6]=2)[CH:18]=[CH:17][N:16]=1. The yield is 0.350.